From a dataset of Catalyst prediction with 721,799 reactions and 888 catalyst types from USPTO. Predict which catalyst facilitates the given reaction. (1) Reactant: [CH:1]([C:3]1[CH:25]=[CH:24][C:6]([O:7][CH2:8][CH2:9][CH2:10][O:11][N:12]=[CH:13][C:14]2[CH:19]=[CH:18][C:17]([C:20]([CH3:23])([CH3:22])[CH3:21])=[CH:16][CH:15]=2)=[CH:5][CH:4]=1)=[O:2].[BH4-].[Na+]. Product: [OH:2][CH2:1][C:3]1[CH:4]=[CH:5][C:6]([O:7][CH2:8][CH2:9][CH2:10][O:11][N:12]=[CH:13][C:14]2[CH:15]=[CH:16][C:17]([C:20]([CH3:21])([CH3:23])[CH3:22])=[CH:18][CH:19]=2)=[CH:24][CH:25]=1. The catalyst class is: 430. (2) The catalyst class is: 2. Reactant: [P:1]([O:10][CH2:11][CH:12]([C:25]1[O:26][C:27]([Br:40])=[C:28]([C:30]2[CH:35]=[CH:34][C:33]([C:36]([F:39])([F:38])[F:37])=[CH:32][CH:31]=2)[N:29]=1)[O:13][C:14]1[CH:19]=[CH:18][C:17]([F:20])=[C:16]([C:21](=[O:23])[NH2:22])[C:15]=1[F:24])([O:6][CH2:7][CH:8]=[CH2:9])[O:2][CH2:3][CH:4]=[CH2:5].C([O:45]OC(C)(C)C)(C)(C)C. Product: [P:1]([O:10][CH2:11][CH:12]([C:25]1[O:26][C:27]([Br:40])=[C:28]([C:30]2[CH:31]=[CH:32][C:33]([C:36]([F:39])([F:38])[F:37])=[CH:34][CH:35]=2)[N:29]=1)[O:13][C:14]1[CH:19]=[CH:18][C:17]([F:20])=[C:16]([C:21](=[O:23])[NH2:22])[C:15]=1[F:24])([O:2][CH2:3][CH:4]=[CH2:5])([O:6][CH2:7][CH:8]=[CH2:9])=[O:45]. (3) Reactant: [N+:1]([C:4]1[CH:5]=[C:6]([CH:23]=[CH:24][CH:25]=1)[O:7][C:8]1[CH:9]=[CH:10][C:11]2[N:12]([N:14]=[C:15]([NH:17][C:18]([CH:20]3[CH2:22][CH2:21]3)=[O:19])[N:16]=2)[CH:13]=1)([O-])=O.[Cl-].O[NH3+].CO.Cl. Product: [NH2:1][C:4]1[CH:5]=[C:6]([CH:23]=[CH:24][CH:25]=1)[O:7][C:8]1[CH:9]=[CH:10][C:11]2[N:12]([N:14]=[C:15]([NH:17][C:18]([CH:20]3[CH2:22][CH2:21]3)=[O:19])[N:16]=2)[CH:13]=1. The catalyst class is: 739. (4) Reactant: [OH:1][C@H:2]1[CH2:23][CH2:22][C@@:21]2([CH3:24])[C@@H:4]([CH2:5][CH2:6][C@:7]3([CH3:33])[C:20]2=[CH:19][C:18](=[O:25])[C@H:17]2[C@@:8]3([CH3:32])[CH2:9][CH2:10][C@:11]3([CH3:31])[C@H:16]2[CH2:15][C@@:14]([CH3:30])([C:26]([O:28][CH3:29])=[O:27])[CH2:13][CH2:12]3)[C:3]1([CH3:35])[CH3:34].C1(C2[O:44]N2S(C2C=CC=CC=2)(=O)=O)C=CC=CC=1. Product: [OH:1][C@H:2]1[CH2:23][CH2:22][C@@:21]2([CH3:24])[C@@H:4]([CH2:5][CH2:6][C@:7]3([CH3:33])[C:20]2=[CH:19][C:18](=[O:25])[C@@:17]2([OH:44])[C@@:8]3([CH3:32])[CH2:9][CH2:10][C@:11]3([CH3:31])[C@H:16]2[CH2:15][C@@:14]([CH3:30])([C:26]([O:28][CH3:29])=[O:27])[CH2:13][CH2:12]3)[C:3]1([CH3:35])[CH3:34]. The catalyst class is: 7. (5) Reactant: C(OC(=O)[NH:7][C@@H:8]([C:11]1[CH:16]=[CH:15][C:14]([O:17][CH3:18])=[C:13]([C:19](=[O:28])[C:20]2[CH:25]=[CH:24][CH:23]=[C:22]([C:26]#[N:27])[CH:21]=2)[C:12]=1[F:29])[CH2:9][CH3:10])(C)(C)C.Cl.O1CCOCC1.[OH-].[Na+]. Product: [NH2:7][C@@H:8]([C:11]1[C:12]([F:29])=[C:13]([C:14]([O:17][CH3:18])=[CH:15][CH:16]=1)[C:19]([C:20]1[CH:21]=[C:22]([CH:23]=[CH:24][CH:25]=1)[C:26]#[N:27])=[O:28])[CH2:9][CH3:10]. The catalyst class is: 34. (6) The catalyst class is: 137. Reactant: [F:1][C:2]1[CH:3]=[C:4]([CH:41]=[CH:42][CH:43]=1)[CH2:5][N:6]1[C:10]([CH3:11])=[C:9]([C:12]2[C:20]3[C:15](=[N:16][CH:17]=[C:18]([C:21]4[CH:26]=[CH:25][C:24]([CH:27]5[CH2:32][CH2:31][N:30](C(OC(C)(C)C)=O)[CH2:29][CH2:28]5)=[CH:23][CH:22]=4)[CH:19]=3)[NH:14][CH:13]=2)[C:8]([CH3:40])=[N:7]1. Product: [F:1][C:2]1[CH:3]=[C:4]([CH:41]=[CH:42][CH:43]=1)[CH2:5][N:6]1[C:10]([CH3:11])=[C:9]([C:12]2[C:20]3[C:15](=[N:16][CH:17]=[C:18]([C:21]4[CH:22]=[CH:23][C:24]([CH:27]5[CH2:28][CH2:29][NH:30][CH2:31][CH2:32]5)=[CH:25][CH:26]=4)[CH:19]=3)[NH:14][CH:13]=2)[C:8]([CH3:40])=[N:7]1. (7) Reactant: Cl[CH2:2][CH2:3][CH2:4][CH2:5][C:6]1[N:7]([CH2:20][CH3:21])[N:8]=[C:9]2[C:18]=1[C:17]1[CH:16]=[CH:15][CH:14]=[CH:13][C:12]=1[N:11]=[C:10]2[NH2:19].[C:22]([O-:25])(=[O:24])[CH3:23].[K+].[I-].[Na+].CN(C=O)C. Product: [C:22]([O:25][CH2:2][CH2:3][CH2:4][CH2:5][C:6]1[N:7]([CH2:20][CH3:21])[N:8]=[C:9]2[C:18]=1[C:17]1[CH:16]=[CH:15][CH:14]=[CH:13][C:12]=1[N:11]=[C:10]2[NH2:19])(=[O:24])[CH3:23]. The catalyst class is: 6.